Dataset: Forward reaction prediction with 1.9M reactions from USPTO patents (1976-2016). Task: Predict the product of the given reaction. (1) Given the reactants Br[C:2]1[CH:9]=[CH:8][C:5]([C:6]#[N:7])=[CH:4][CH:3]=1.[NH2:10][C:11]1[CH:19]=[CH:18][CH:17]=[CH:16][C:12]=1[C:13]([NH2:15])=[O:14].CCCCCC, predict the reaction product. The product is: [C:6]([C:5]1[CH:8]=[CH:9][C:2]([NH:10][C:11]2[CH:19]=[CH:18][CH:17]=[CH:16][C:12]=2[C:13]([NH2:15])=[O:14])=[CH:3][CH:4]=1)#[N:7]. (2) Given the reactants Cl[C:2]1[N:10]=[C:9]([NH2:11])[N:8]=[C:7]2[C:3]=1[N:4]=[CH:5][NH:6]2.[Cl:12][C:13]1[CH:18]=[CH:17][CH:16]=[CH:15][C:14]=1[CH:19]1[C:28]2[C:23](=[CH:24][C:25]([O:31][CH3:32])=[C:26]([O:29][CH3:30])[CH:27]=2)[CH2:22][CH2:21][NH:20]1.C(N(CC)C(C)C)(C)C.C(OCC)(=O)C, predict the reaction product. The product is: [Cl:12][C:13]1[CH:18]=[CH:17][CH:16]=[CH:15][C:14]=1[CH:19]1[C:28]2[C:23](=[CH:24][C:25]([O:31][CH3:32])=[C:26]([O:29][CH3:30])[CH:27]=2)[CH2:22][CH2:21][N:20]1[C:2]1[N:10]=[C:9]([NH2:11])[N:8]=[C:7]2[C:3]=1[N:4]=[CH:5][NH:6]2.